This data is from Full USPTO retrosynthesis dataset with 1.9M reactions from patents (1976-2016). The task is: Predict the reactants needed to synthesize the given product. (1) Given the product [C:1]([C:5]1[O:9][N:8]=[C:7]([NH:10][C:11]([NH:13][C:14]2[CH:19]=[CH:18][CH:17]=[C:16]([S:20][C:22]3[C:31]4[C:26](=[CH:27][C:28]([F:33])=[C:29]([F:32])[CH:30]=4)[N:25]=[CH:24][N:23]=3)[CH:15]=2)=[O:12])[CH:6]=1)([CH3:4])([CH3:2])[CH3:3], predict the reactants needed to synthesize it. The reactants are: [C:1]([C:5]1[O:9][N:8]=[C:7]([NH:10][C:11]([NH:13][C:14]2[CH:19]=[CH:18][CH:17]=[C:16]([SH:20])[CH:15]=2)=[O:12])[CH:6]=1)([CH3:4])([CH3:3])[CH3:2].Cl[C:22]1[C:31]2[C:26](=[CH:27][C:28]([F:33])=[C:29]([F:32])[CH:30]=2)[N:25]=[CH:24][N:23]=1. (2) Given the product [CH2:1]([O:3][C:4](=[O:14])[CH2:5][C:6]1[CH:7]=[C:8]([F:13])[CH:9]=[C:10]([O:12][C:19]2[CH:18]=[CH:17][C:16]([Br:15])=[CH:23][C:20]=2[CH:21]=[O:22])[CH:11]=1)[CH3:2], predict the reactants needed to synthesize it. The reactants are: [CH2:1]([O:3][C:4](=[O:14])[CH2:5][C:6]1[CH:11]=[C:10]([OH:12])[CH:9]=[C:8]([F:13])[CH:7]=1)[CH3:2].[Br:15][C:16]1[CH:17]=[CH:18][C:19](F)=[C:20]([CH:23]=1)[CH:21]=[O:22]. (3) Given the product [F:40][CH:38]([F:39])[N:36]1[C:35](=[O:41])[CH:34]=[CH:33][C:32]([C:29]2[NH:30][N:31]=[C:27]([NH:26][C:11](=[O:13])[CH2:10][CH2:9][CH2:8][N:2]3[CH2:3][CH2:4][CH2:5][CH2:6][CH2:7]3)[CH:28]=2)=[CH:37]1, predict the reactants needed to synthesize it. The reactants are: Cl.[N:2]1([CH2:8][CH2:9][CH2:10][C:11]([OH:13])=O)[CH2:7][CH2:6][CH2:5][CH2:4][CH2:3]1.C1N=CN(C(N2C=NC=C2)=O)C=1.[NH2:26][C:27]1[NH:31][N:30]=[C:29]([C:32]2[CH:33]=[CH:34][C:35](=[O:41])[N:36]([CH:38]([F:40])[F:39])[CH:37]=2)[CH:28]=1.